From a dataset of CYP1A2 inhibition data for predicting drug metabolism from PubChem BioAssay. Regression/Classification. Given a drug SMILES string, predict its absorption, distribution, metabolism, or excretion properties. Task type varies by dataset: regression for continuous measurements (e.g., permeability, clearance, half-life) or binary classification for categorical outcomes (e.g., BBB penetration, CYP inhibition). Dataset: cyp1a2_veith. (1) The molecule is N#Cc1ccccc1-c1ccc2ncnc(N3CCNCC3)c2c1. The result is 1 (inhibitor). (2) The drug is CCCCNC(=S)NNC(=O)c1sccc1C. The result is 1 (inhibitor). (3) The compound is CN1CCN(CCCBr)CC1. The result is 0 (non-inhibitor). (4) The drug is Cc1ccc(CSc2nnc(C(F)(F)F)n2Cc2ccc(F)cc2)cc1. The result is 1 (inhibitor). (5) The molecule is COc1cccc(-c2ccc3ncnc(NCCc4c[nH]c5ccc(OC)cc45)c3c2)c1. The result is 1 (inhibitor). (6) The drug is CN(C)c1ccc(-c2nccc(NCc3ccccc3)n2)cc1. The result is 1 (inhibitor). (7) The drug is CN(C)Cc1ccccc1-c1nccc(Nc2ccc(F)cc2)n1. The result is 1 (inhibitor). (8) The drug is CC1CCCC(C)N1C(=O)c1cc(-c2ccc(Cl)c(Cl)c2)on1. The result is 1 (inhibitor).